From a dataset of Full USPTO retrosynthesis dataset with 1.9M reactions from patents (1976-2016). Predict the reactants needed to synthesize the given product. (1) Given the product [F:33][C:30]1[CH:31]=[CH:32][C:20]2[N:19]=[C:18]([C@@H:15]([NH2:14])[CH2:16][CH3:17])[N:22]([C:23]3[CH:24]=[CH:25][CH:26]=[CH:27][CH:28]=3)[C:21]=2[CH:29]=1, predict the reactants needed to synthesize it. The reactants are: C(O)(C(F)(F)F)=O.C(OC(=O)[NH:14][C@H:15]([C:18]1[N:22]([C:23]2[CH:28]=[CH:27][CH:26]=[CH:25][CH:24]=2)[C:21]2[CH:29]=[C:30]([F:33])[CH:31]=[CH:32][C:20]=2[N:19]=1)[CH2:16][CH3:17])(C)(C)C. (2) Given the product [CH:1]1([C:4]2[N:9]=[C:8]([C:10](=[N:12][C:13]3[C:14]([C:19]([N:62]4[CH2:63][CH2:64][CH2:65][C:61]4([CH3:66])[CH3:60])=[O:20])=[N:15][N:16]([CH3:18])[CH:17]=3)[OH:11])[C:7]([NH:22][C:23]3[CH:28]=[N:27][CH:26]=[N:25][CH:24]=3)=[CH:6][CH:5]=2)[CH2:3][CH2:2]1, predict the reactants needed to synthesize it. The reactants are: [CH:1]1([C:4]2[N:9]=[C:8]([C:10]([NH:12][C:13]3[C:14]([C:19](O)=[O:20])=[N:15][N:16]([CH3:18])[CH:17]=3)=[O:11])[C:7]([NH:22][C:23]3[CH:24]=[N:25][CH:26]=[N:27][CH:28]=3)=[CH:6][CH:5]=2)[CH2:3][CH2:2]1.CN1CCOCC1.CN(C(ON1N=NC2C=CC=CC1=2)=[N+](C)C)C.F[P-](F)(F)(F)(F)F.[CH3:60][C:61]1([CH3:66])[CH2:65][CH2:64][CH2:63][NH:62]1. (3) Given the product [CH2:32]([N:39]1[C:43]([C:20]2[S:24][C:23]([C:25]3[CH:30]=[CH:29][CH:28]=[CH:27][CH:26]=3)=[N:22][C:21]=2[CH3:31])=[CH:42][N:41]=[C:40]1[C:44]1[CH:45]=[N:46][CH:47]=[CH:48][CH:49]=1)[C:33]1[CH:34]=[CH:35][CH:36]=[CH:37][CH:38]=1.[CH2:32]([N:39]1[CH:43]=[CH:42][N:41]=[C:40]1[C:44]1[CH:45]=[N:46][CH:47]=[CH:48][CH:49]=1)[C:33]1[CH:34]=[CH:35][CH:36]=[CH:37][CH:38]=1, predict the reactants needed to synthesize it. The reactants are: C(N1C(C2C=CC=CC=2)=CN=C1)C1C=CC=CC=1.Br[C:20]1[S:24][C:23]([C:25]2[CH:30]=[CH:29][CH:28]=[CH:27][CH:26]=2)=[N:22][C:21]=1[CH3:31].[CH2:32]([N:39]1[CH:43]=[CH:42][N:41]=[C:40]1[C:44]1[CH:45]=[N:46][CH:47]=[CH:48][CH:49]=1)[C:33]1[CH:38]=[CH:37][CH:36]=[CH:35][CH:34]=1.C(C1C=NC=CC=1)#N.B(O)(O)C1C=CC=C(F)C=1. (4) Given the product [C:4]1(/[CH:3]=[CH:11]/[C:12](=[O:13])/[CH:14]=[CH:3]/[C:4]2[CH:9]=[CH:8][CH:7]=[CH:6][CH:5]=2)[CH:9]=[CH:8][CH:7]=[CH:6][CH:5]=1, predict the reactants needed to synthesize it. The reactants are: [OH-].[Na+].[CH:3](=O)[C:4]1[CH:9]=[CH:8][CH:7]=[CH:6][CH:5]=1.[CH3:11][C:12]([CH3:14])=[O:13]. (5) Given the product [O:18]([C:25]1[CH:26]=[CH:27][C:28]([CH2:31][CH2:32][C:33]([NH:17][C:14]2[CH:15]=[C:16]3[C:11]([CH:10]=[N:9][N:8]3[CH2:7][CH2:6][N:1]3[CH2:5][CH2:4][CH2:3][CH2:2]3)=[CH:12][CH:13]=2)=[O:34])=[CH:29][CH:30]=1)[C:19]1[CH:24]=[CH:23][CH:22]=[CH:21][CH:20]=1, predict the reactants needed to synthesize it. The reactants are: [N:1]1([CH2:6][CH2:7][N:8]2[C:16]3[C:11](=[CH:12][CH:13]=[C:14]([NH2:17])[CH:15]=3)[CH:10]=[N:9]2)[CH2:5][CH2:4][CH2:3][CH2:2]1.[O:18]([C:25]1[CH:30]=[CH:29][C:28]([CH2:31][CH2:32][C:33](O)=[O:34])=[CH:27][CH:26]=1)[C:19]1[CH:24]=[CH:23][CH:22]=[CH:21][CH:20]=1. (6) Given the product [CH3:15][O:16][C:17](=[O:33])[CH2:18][N:19]([C:12](=[O:14])[CH2:11][CH2:10][NH:9][C:7]([C:5]1[S:6][C:2]([Cl:1])=[CH:3][CH:4]=1)=[O:8])[C:20]1[CH:25]=[CH:24][C:23]([N:26]2[CH2:31][CH2:30][O:29][CH2:28][C:27]2=[O:32])=[CH:22][CH:21]=1, predict the reactants needed to synthesize it. The reactants are: [Cl:1][C:2]1[S:6][C:5]([C:7]([NH:9][CH2:10][CH2:11][C:12]([OH:14])=O)=[O:8])=[CH:4][CH:3]=1.[CH3:15][O:16][C:17](=[O:33])[CH2:18][NH:19][C:20]1[CH:25]=[CH:24][C:23]([N:26]2[CH2:31][CH2:30][O:29][CH2:28][C:27]2=[O:32])=[CH:22][CH:21]=1.ClP(Cl)(C1C=CC=CC=1)(C1C=CC=CC=1)C1C=CC=CC=1. (7) Given the product [OH:8][C@H:9]1[CH2:13][CH2:12][N:11]([CH2:14][C@H:15]([C:16]2[CH:17]=[C:18]([CH:19]=[CH:20][CH:21]=2)[C:22]([NH2:23])=[O:39])[N:24]([CH3:38])[C:25](=[O:37])[CH2:26][C:27]2[CH:28]=[CH:29][C:30]3[S:34][C:33](=[O:35])[NH:32][C:31]=3[CH:36]=2)[CH2:10]1, predict the reactants needed to synthesize it. The reactants are: [Si]([O:8][C@H:9]1[CH2:13][CH2:12][N:11]([CH2:14][C@@H:15]([N:24]([CH3:38])[C:25](=[O:37])[CH2:26][C:27]2[CH:28]=[CH:29][C:30]3[S:34][C:33](=[O:35])[NH:32][C:31]=3[CH:36]=2)[C:16]2[CH:21]=[CH:20][CH:19]=[C:18]([C:22]#[N:23])[CH:17]=2)[CH2:10]1)(C(C)(C)C)(C)C.[OH2:39].[OH-].[K+]. (8) Given the product [NH2:31][C:29]1[CH:28]=[CH:27][C:3]([O:4][C:5]2[CH:10]=[CH:9][N:8]=[C:7]([NH:11][C:12]([N:14]3[CH2:19][CH2:18][CH:17]([N:20]4[CH2:21][CH2:22][CH:23]([OH:26])[CH2:24][CH2:25]4)[CH2:16][CH2:15]3)=[O:13])[CH:6]=2)=[C:2]([F:1])[CH:30]=1, predict the reactants needed to synthesize it. The reactants are: [F:1][C:2]1[CH:30]=[C:29]([N+:31]([O-])=O)[CH:28]=[CH:27][C:3]=1[O:4][C:5]1[CH:10]=[CH:9][N:8]=[C:7]([NH:11][C:12]([N:14]2[CH2:19][CH2:18][CH:17]([N:20]3[CH2:25][CH2:24][CH:23]([OH:26])[CH2:22][CH2:21]3)[CH2:16][CH2:15]2)=[O:13])[CH:6]=1. (9) The reactants are: [F:1][C:2]1[CH:29]=[CH:28][CH:27]=[CH:26][C:3]=1[CH2:4][N:5]1[C:9]2=[N:10][CH:11]=[CH:12][CH:13]=[C:8]2[C:7]([C:14]2[N:19]=[C:18]([NH2:20])[C:17]([NH:21][CH:22]([CH3:24])[CH3:23])=[C:16]([NH2:25])[N:15]=2)=[N:6]1.C1N=CN([C:35](N2C=NC=C2)=[O:36])C=1.C(N(CC)CC)C. Given the product [NH2:20][C:18]1[N:19]=[C:14]([C:7]2[C:8]3[C:9](=[N:10][CH:11]=[CH:12][CH:13]=3)[N:5]([CH2:4][C:3]3[CH:26]=[CH:27][CH:28]=[CH:29][C:2]=3[F:1])[N:6]=2)[N:15]=[C:16]2[C:17]=1[N:21]([CH:22]([CH3:24])[CH3:23])[C:35](=[O:36])[NH:25]2, predict the reactants needed to synthesize it. (10) Given the product [Br:24][C:5]1[CH:6]=[C:7]([CH2:10][O:11]/[N:12]=[CH:13]/[C:14]2[CH:15]=[CH:16][C:17]([C:20]([CH3:23])([CH3:22])[CH3:21])=[CH:18][CH:19]=2)[CH:8]=[CH:9][C:4]=1[C:3]([OH:25])=[O:2], predict the reactants needed to synthesize it. The reactants are: C[O:2][C:3](=[O:25])[C:4]1[CH:9]=[CH:8][C:7]([CH2:10][O:11]/[N:12]=[CH:13]/[C:14]2[CH:19]=[CH:18][C:17]([C:20]([CH3:23])([CH3:22])[CH3:21])=[CH:16][CH:15]=2)=[CH:6][C:5]=1[Br:24].[OH-].[Na+].